This data is from Catalyst prediction with 721,799 reactions and 888 catalyst types from USPTO. The task is: Predict which catalyst facilitates the given reaction. (1) Reactant: Cl[C:2]1[N:9]=[C:8]([CH3:10])[CH:7]=[C:6]([O:11][CH3:12])[C:3]=1[C:4]#[N:5].CC[N:15]([CH:19]([CH3:21])C)[CH:16]([CH3:18])C.N1CCCC1. Product: [CH3:12][O:11][C:6]1[C:3]([C:4]#[N:5])=[C:2]([N:15]2[CH2:16][CH2:18][CH2:21][CH2:19]2)[N:9]=[C:8]([CH3:10])[CH:7]=1. The catalyst class is: 47. (2) Reactant: [CH2:1]([N:8]1[CH2:12][CH2:11][C:10](=[C:13]([OH:23])[C:14]2[O:15][C:16]([S:19]([CH3:22])(=[O:21])=[O:20])=[CH:17][CH:18]=2)[C:9]1=[O:24])[C:2]1[CH:7]=[CH:6][CH:5]=[CH:4][CH:3]=1.[BH4-].[Na+]. Product: [CH2:1]([N:8]1[CH2:12][CH2:11][CH:10]([CH:13]([OH:23])[C:14]2[O:15][C:16]([S:19]([CH3:22])(=[O:21])=[O:20])=[CH:17][CH:18]=2)[C:9]1=[O:24])[C:2]1[CH:7]=[CH:6][CH:5]=[CH:4][CH:3]=1. The catalyst class is: 92. (3) Reactant: C(N[CH:5]([CH3:7])[CH3:6])(C)C.C([Li])CCC.[CH3:13][O:14][C:15](=[O:26])[CH2:16][C:17]1C=CC(SC)=C(Cl)C=1.ICC1CC[O:31][CH2:30]1. Product: [CH3:13][O:14][C:15](=[O:26])[CH:16]([CH:6]1[CH2:5][CH2:7][O:31][CH2:30]1)[CH3:17]. The catalyst class is: 544. (4) Reactant: C(OC(=O)[NH:7][C@@H:8]1[CH2:10][C@H:9]1[C:11]1[S:12][CH:13]=[C:14]([C:16](=[O:26])[NH:17][CH:18]2[CH2:23][CH2:22][C:21]([F:25])([F:24])[CH2:20][CH2:19]2)[CH:15]=1)(C)(C)C.[ClH:28].C(OCC)(=O)C. Product: [ClH:28].[NH2:7][C@@H:8]1[CH2:10][C@H:9]1[C:11]1[S:12][CH:13]=[C:14]([C:16]([NH:17][CH:18]2[CH2:19][CH2:20][C:21]([F:25])([F:24])[CH2:22][CH2:23]2)=[O:26])[CH:15]=1. The catalyst class is: 13. (5) Product: [NH2:6][C:12]1[CH:17]=[CH:16][C:15]([NH:18][C:19]([NH:21][C:22]2[CH:23]=[CH:24][CH:25]=[CH:26][CH:27]=2)=[O:20])=[CH:14][C:13]=1[CH3:28]. The catalyst class is: 8. Reactant: ClC1C=C2C(=CC=1)C(=O)[N:6]([C:12]1[CH:17]=[CH:16][C:15]([NH:18][C:19]([NH:21][C:22]3[CH:27]=[CH:26][CH:25]=[CH:24][CH:23]=3)=[O:20])=[CH:14][C:13]=1[CH3:28])C2=O.O.NN. (6) Reactant: [N:1]1([CH2:7][C:8]([O:10][CH2:11][CH3:12])=[O:9])[CH2:6][CH2:5][CH2:4][CH2:3][CH2:2]1.[CH:13]([N-:16]C(C)C)(C)[CH3:14].[Li+].CCCCCCC.C1COCC1.C(C1C=CC=CC=1)C.BrCC#N. Product: [CH2:11]([O:10][C:8](=[O:9])[CH:7]([N:1]1[CH2:6][CH2:5][CH2:4][CH2:3][CH2:2]1)[CH2:14][C:13]#[N:16])[CH3:12]. The catalyst class is: 56.